From a dataset of Forward reaction prediction with 1.9M reactions from USPTO patents (1976-2016). Predict the product of the given reaction. (1) The product is: [Cl:31][C:16]1[N:15]=[CH:14][C:19]([CH2:20][C:21]([NH:24][C:25]2[CH:30]=[CH:29][CH:28]=[CH:27][N:26]=2)=[O:23])=[CH:18][CH:17]=1. Given the reactants C1N=CN(C(N2C=NC=C2)=O)C=1.Cl[C:14]1[C:19]([CH2:20][C:21]([OH:23])=O)=[CH:18][CH:17]=[CH:16][N:15]=1.[NH2:24][C:25]1[CH:30]=[CH:29][CH:28]=[CH:27][N:26]=1.[Cl:31]CCl, predict the reaction product. (2) The product is: [CH3:10][N:9]1[CH2:17][CH:18]=[C:19]([C:20]2[CH:21]=[CH:22][CH:23]=[CH:24][CH:25]=2)[CH2:6][CH2:7]1. Given the reactants CCCC([C:6]1(CC)C(=O)N[C:10](=O)[NH:9][C:7]1=O)C.[CH3:17][CH2:18][CH2:19][C:20]1[C:25](O)=[C:24](C(C)=O)[CH:23]=[CH:22][C:21]=1OCCCOC1C=CC(OCC(O)=O)=CC=1.CC1C=C(SCC2SC(C3C=CC(C(F)(F)F)=CC=3)=NC=2C)C=CC=1OCC(O)=O, predict the reaction product. (3) Given the reactants O1CCN(S(F)(F)[F:8])CC1.[N:11]1([C:27]([O:29][C:30]([CH3:33])([CH3:32])[CH3:31])=[O:28])[CH2:26][C@H:24](O)[CH2:23][C@H:12]1[C:13]([O:15][CH2:16][C:17]1[CH:22]=[CH:21][CH:20]=[CH:19][CH:18]=1)=[O:14], predict the reaction product. The product is: [CH2:16]([O:15][C:13](=[O:14])[C@H:12]1[CH2:23][C@H:24]([F:8])[CH2:26][N:11]1[C:27]([O:29][C:30]([CH3:33])([CH3:32])[CH3:31])=[O:28])[C:17]1[CH:22]=[CH:21][CH:20]=[CH:19][CH:18]=1.